Predict the product of the given reaction. From a dataset of Forward reaction prediction with 1.9M reactions from USPTO patents (1976-2016). (1) Given the reactants [CH2:1]([O:3][C:4](=[O:32])[CH2:5][O:6][C:7]1[CH:12]=[C:11]([CH:13]([CH3:15])[CH3:14])[CH:10]=[CH:9][C:8]=1[CH2:16][CH2:17][NH:18][S:19]([C:22]1[CH:27]=[C:26]([C:28]#[N:29])[CH:25]=[CH:24][C:23]=1[O:30][CH3:31])(=[O:21])=[O:20])[CH3:2].Cl.Cl[CH2:35][C:36]1[N:37]=[C:38]([CH3:41])[S:39][CH:40]=1.C(=O)([O-])[O-].[K+].[K+].C(=O)(O)[O-].[Na+], predict the reaction product. The product is: [CH2:1]([O:3][C:4](=[O:32])[CH2:5][O:6][C:7]1[CH:12]=[C:11]([CH:13]([CH3:15])[CH3:14])[CH:10]=[CH:9][C:8]=1[CH2:16][CH2:17][N:18]([S:19]([C:22]1[CH:27]=[C:26]([C:28]#[N:29])[CH:25]=[CH:24][C:23]=1[O:30][CH3:31])(=[O:20])=[O:21])[CH2:35][C:36]1[N:37]=[C:38]([CH3:41])[S:39][CH:40]=1)[CH3:2]. (2) The product is: [C:1]1([C@@H:7]2[CH2:9][C@H:8]2[NH:10][CH2:11][CH:12]2[CH2:17][CH2:16][NH:15][CH2:14][CH2:13]2)[CH:2]=[CH:3][CH:4]=[CH:5][CH:6]=1. Given the reactants [C:1]1([C@@H:7]2[CH2:9][C@H:8]2[NH:10][CH2:11][CH:12]2[CH2:17][CH2:16][N:15](C(OC(C)(C)C)=O)[CH2:14][CH2:13]2)[CH:6]=[CH:5][CH:4]=[CH:3][CH:2]=1.Cl, predict the reaction product. (3) Given the reactants [NH2:1][C:2]1[CH:11]=[CH:10][CH:9]=[C:8]2[C:3]=1[CH:4]=[CH:5][N:6]([C@H:13]([CH:18]([CH3:20])[CH3:19])[C:14]([NH:16][CH3:17])=[O:15])[C:7]2=[O:12].[Cl:21][C:22]1[CH:27]=[CH:26][C:25]([C@H:28]([CH3:32])[C:29](O)=[O:30])=[CH:24][CH:23]=1.F[P-](F)(F)(F)(F)F.C[N+](C)=C(N(C)C)ON1C2N=CC=CC=2N=N1.C(N(CC)C(C)C)(C)C.CN(C)C=O, predict the reaction product. The product is: [Cl:21][C:22]1[CH:23]=[CH:24][C:25]([C@H:28]([CH3:32])[C:29]([NH:1][C:2]2[CH:11]=[CH:10][CH:9]=[C:8]3[C:3]=2[CH:4]=[CH:5][N:6]([C@H:13]([CH:18]([CH3:20])[CH3:19])[C:14]([NH:16][CH3:17])=[O:15])[C:7]3=[O:12])=[O:30])=[CH:26][CH:27]=1. (4) Given the reactants [C:1]([O:4]/[C:5](=[CH:30]\[CH3:31])/[CH:6]=[CH:7]/[C:8]([O:10][C@@H:11](/[CH:13]=[CH:14]\[C:15]([N:17]([C:24]1[CH:29]=[CH:28][CH:27]=[CH:26][CH:25]=1)[C:18]1[CH:23]=[CH:22][CH:21]=[CH:20][CH:19]=1)=[O:16])[CH3:12])=[O:9])(=[O:3])[CH3:2].C(OCC)(=O)C.C1CCN2C(=NCCC2)CC1.O, predict the reaction product. The product is: [C:1]([O:4][C:5]1[C@@H:30]([CH3:31])[C@H:14]([C:15](=[O:16])[N:17]([C:18]2[CH:23]=[CH:22][CH:21]=[CH:20][CH:19]=2)[C:24]2[CH:29]=[CH:28][CH:27]=[CH:26][CH:25]=2)[C@H:13]2[C@H:7]([C:8](=[O:9])[O:10][C@@H:11]2[CH3:12])[CH:6]=1)(=[O:3])[CH3:2]. (5) The product is: [N:32]1([C:29]2[CH:28]=[CH:27][C:26]([NH:25][CH:2]=[C:3]3[C:11]4[C:6](=[CH:7][C:8]([C:12]([C:14]5[CH:19]=[CH:18][C:17]([NH:20][C:21](=[O:23])[CH3:22])=[CH:16][CH:15]=5)=[O:13])=[CH:9][CH:10]=4)[NH:5][C:4]3=[O:24])=[CH:31][CH:30]=2)[CH2:37][CH2:36][O:35][CH2:34][CH2:33]1. Given the reactants O[CH:2]=[C:3]1[C:11]2[C:6](=[CH:7][C:8]([C:12]([C:14]3[CH:19]=[CH:18][C:17]([NH:20][C:21](=[O:23])[CH3:22])=[CH:16][CH:15]=3)=[O:13])=[CH:9][CH:10]=2)[NH:5][C:4]1=[O:24].[NH2:25][C:26]1[CH:31]=[CH:30][C:29]([N:32]2[CH2:37][CH2:36][O:35][CH2:34][CH2:33]2)=[CH:28][CH:27]=1, predict the reaction product.